Task: Predict which catalyst facilitates the given reaction.. Dataset: Catalyst prediction with 721,799 reactions and 888 catalyst types from USPTO Reactant: [N+](=[CH:3][C:4]([C:6]1[CH:10]=[C:9]([CH3:11])[O:8][N:7]=1)=[O:5])=[N-].FC(F)(F)C(O)=[O:15].O. Product: [OH:15][CH2:3][C:4]([C:6]1[CH:10]=[C:9]([CH3:11])[O:8][N:7]=1)=[O:5]. The catalyst class is: 27.